Dataset: Catalyst prediction with 721,799 reactions and 888 catalyst types from USPTO. Task: Predict which catalyst facilitates the given reaction. (1) Reactant: [F:1][C:2]1[C:3]([CH3:16])=[C:4]([NH:9][C:10]2[CH:15]=[CH:14][CH:13]=[CH:12][CH:11]=2)[C:5]([NH2:8])=[CH:6][CH:7]=1.C(OC([NH:24][C@@H:25]([CH2:29][O:30][CH3:31])[C:26](O)=O)=O)(C)(C)C.C1C=NC2N(O)N=NC=2C=1.CN1CCOCC1.Cl.CN(C)CCCN=C=NCC. Product: [F:1][C:2]1[CH:7]=[CH:6][C:5]2[N:8]=[C:26]([C@@H:25]([NH2:24])[CH2:29][O:30][CH3:31])[N:9]([C:10]3[CH:15]=[CH:14][CH:13]=[CH:12][CH:11]=3)[C:4]=2[C:3]=1[CH3:16]. The catalyst class is: 2. (2) Reactant: C(OC([N:8]1[C:12]2[CH:13]=[CH:14][CH:15]=[CH:16][C:11]=2[N:10]=[C:9]1[CH2:17][NH:18][CH:19]1[C:28]2[N:27]=[CH:26][CH:25]=[CH:24][C:23]=2[CH2:22][CH2:21][CH2:20]1)=O)(C)(C)C.[CH:29]([C:31]1[CH:40]=[CH:39][C:34]([C:35]([O:37][CH3:38])=[O:36])=[CH:33][CH:32]=1)=O.[BH-](OC(C)=O)(OC(C)=O)OC(C)=O.[Na+].C(=O)(O)[O-].[Na+]. Product: [CH3:38][O:37][C:35](=[O:36])[C:34]1[CH:39]=[CH:40][C:31]([CH2:29][N:18]([CH2:17][C:9]2[NH:8][C:12]3[CH:13]=[CH:14][CH:15]=[CH:16][C:11]=3[N:10]=2)[CH:19]2[C:28]3[N:27]=[CH:26][CH:25]=[CH:24][C:23]=3[CH2:22][CH2:21][CH2:20]2)=[CH:32][CH:33]=1. The catalyst class is: 157. (3) Reactant: [NH2:1][C:2]1[C:7]([CH3:8])=[CH:6][C:5]([OH:9])=[C:4]([CH3:10])[CH:3]=1.[H-].[Na+].Br[C:14]1[S:18][N:17]=[C:16]([C:19]2[CH:24]=[CH:23][CH:22]=[CH:21][CH:20]=2)[N:15]=1. Product: [CH3:8][C:7]1[CH:6]=[C:5]([O:9][C:14]2[S:18][N:17]=[C:16]([C:19]3[CH:24]=[CH:23][CH:22]=[CH:21][CH:20]=3)[N:15]=2)[C:4]([CH3:10])=[CH:3][C:2]=1[NH2:1]. The catalyst class is: 9. (4) Reactant: Br[C:2]1[NH:3][C:4]2[C:9]([CH:10]=1)=[CH:8][CH:7]=[CH:6][CH:5]=2.[C:11]1(B(O)O)[CH:16]=[CH:15][CH:14]=[CH:13][CH:12]=1.C([O-])([O-])=O.[Na+].[Na+]. Product: [C:11]1([C:7]2[CH:8]=[C:9]3[C:4](=[CH:5][CH:6]=2)[NH:3][CH:2]=[CH:10]3)[CH:16]=[CH:15][CH:14]=[CH:13][CH:12]=1. The catalyst class is: 225. (5) Reactant: [Cl:1][C:2]1[C:3]([F:37])=[C:4]([C:29]2[CH:30]=[CH:31][C:32]([C:35]#N)=[N:33][CH:34]=2)[C:5]([O:26][CH2:27][CH3:28])=[C:6]([CH:8]([NH:10][C:11]2[N:19]=[CH:18][N:17]=[C:16]3[C:12]=2[N:13]=[CH:14][N:15]3C2CCCCO2)[CH3:9])[CH:7]=1.[OH-:38].[Na+].[OH2:40].Cl. Product: [Cl:1][C:2]1[C:3]([F:37])=[C:4]([C:29]2[CH:30]=[CH:31][C:32]([C:35]([OH:40])=[O:38])=[N:33][CH:34]=2)[C:5]([O:26][CH2:27][CH3:28])=[C:6]([CH:8]([NH:10][C:11]2[N:19]=[CH:18][N:17]=[C:16]3[C:12]=2[N:13]=[CH:14][NH:15]3)[CH3:9])[CH:7]=1. The catalyst class is: 8. (6) Reactant: C(Cl)(=O)C(Cl)=O.CS(C)=O.[OH:11][CH2:12][CH:13]1[CH2:18][CH2:17][N:16]([CH2:19][CH2:20][CH2:21][C:22]([O:24][C:25]([CH3:28])([CH3:27])[CH3:26])=[O:23])[CH2:15][CH2:14]1.C(N(CC)CC)C. Product: [CH:12]([CH:13]1[CH2:18][CH2:17][N:16]([CH2:19][CH2:20][CH2:21][C:22]([O:24][C:25]([CH3:28])([CH3:27])[CH3:26])=[O:23])[CH2:15][CH2:14]1)=[O:11]. The catalyst class is: 34.